From a dataset of Forward reaction prediction with 1.9M reactions from USPTO patents (1976-2016). Predict the product of the given reaction. (1) The product is: [CH2:1]([C:4]1[CH:21]=[CH:20][C:7]([NH:8][C:9]2[C:17]([F:18])=[C:16]([F:19])[CH:15]=[CH:14][C:10]=2[C:11]([NH:23][O:24][CH2:25][CH2:26][OH:27])=[O:13])=[C:6]([F:22])[CH:5]=1)[CH:2]=[CH2:3]. Given the reactants [CH2:1]([C:4]1[CH:21]=[CH:20][C:7]([NH:8][C:9]2[C:17]([F:18])=[C:16]([F:19])[CH:15]=[CH:14][C:10]=2[C:11]([OH:13])=O)=[C:6]([F:22])[CH:5]=1)[CH:2]=[CH2:3].[NH2:23][O:24][CH2:25][CH2:26][OH:27].[Cl-].COC1N=C(OC)N=C([N+]2(C)CCOCC2)N=1, predict the reaction product. (2) The product is: [C:1]([O:5][C:6]([N:8]1[CH2:9][CH2:10][N:11]([C:14]2[N:19]3[N:20]=[C:21]([NH:23][C:41]([NH:40][CH2:43][CH3:44])=[O:42])[N:22]=[C:18]3[CH:17]=[C:16]([C:24]3[CH:25]=[N:26][CH:27]=[CH:28][CH:29]=3)[CH:15]=2)[CH2:12][CH2:13]1)=[O:7])([CH3:4])([CH3:2])[CH3:3]. Given the reactants [C:1]([O:5][C:6]([N:8]1[CH2:13][CH2:12][N:11]([C:14]2[N:19]3[N:20]=[C:21]([NH2:23])[N:22]=[C:18]3[CH:17]=[C:16]([C:24]3[CH:25]=[N:26][CH:27]=[CH:28][CH:29]=3)[CH:15]=2)[CH2:10][CH2:9]1)=[O:7])([CH3:4])([CH3:3])[CH3:2].S([N:40]=[C:41]=[O:42])(C1C=CC(C)=CC=1)(=O)=O.[CH2:43](N)[CH3:44], predict the reaction product.